This data is from Reaction yield outcomes from USPTO patents with 853,638 reactions. The task is: Predict the reaction yield, written as a fraction of the theoretical maximum amount of product (1.0 means a 100% yield; for example, 0.34 means a 34% yield). (1) The reactants are [F:1][CH:2]([F:11])[C:3]([C:5]1[CH:10]=[CH:9][CH:8]=[CH:7][CH:6]=1)=[O:4].Br[C:13]1[CH:18]=[CH:17][C:16]([C:19](=[O:26])[C:20]2[CH:25]=[CH:24][CH:23]=[CH:22][CH:21]=2)=[CH:15][CH:14]=1. No catalyst specified. The product is [C:19]([C:20]1[CH:25]=[CH:24][C:23]([C:2]([F:11])([F:1])[C:3]([C:5]2[CH:6]=[CH:7][CH:8]=[CH:9][CH:10]=2)=[O:4])=[CH:22][CH:21]=1)(=[O:26])[C:16]1[CH:17]=[CH:18][CH:13]=[CH:14][CH:15]=1. The yield is 0.750. (2) The reactants are [CH3:1][C:2]1[CH:13]=[CH:12][C:5]2[NH:6][C:7](=[O:11])[O:8][C:9](=[O:10])[C:4]=2[CH:3]=1.[H-].[Na+].[CH3:16]I. The catalyst is CN(C=O)C. The product is [CH3:16][N:6]1[C:5]2[CH:12]=[CH:13][C:2]([CH3:1])=[CH:3][C:4]=2[C:9](=[O:10])[O:8][C:7]1=[O:11]. The yield is 0.740. (3) The reactants are [CH2:1]([N:5]([CH2:39][CH2:40][CH2:41][CH3:42])[C:6]1[CH:11]=[CH:10][C:9]([CH:12]=[CH:13][C:14]2[S:18][C:17]([CH:19]=O)=[CH:16][CH:15]=2)=[C:8]([O:21][Si:22]([C:35]([CH3:38])([CH3:37])[CH3:36])([C:29]2[CH:34]=[CH:33][CH:32]=[CH:31][CH:30]=2)[C:23]2[CH:28]=[CH:27][CH:26]=[CH:25][CH:24]=2)[CH:7]=1)[CH2:2][CH2:3][CH3:4].[C:43]([C:45]1[C:46](=[C:53]([C:56]#[N:57])[C:54]#[N:55])[O:47][C:48]([CH3:52])([CH3:51])[C:49]=1[CH3:50])#[N:44].C([O-])(=O)C.[NH4+]. The catalyst is C(O)C.O1CCCC1. The product is [CH2:39]([N:5]([CH2:1][CH2:2][CH2:3][CH3:4])[C:6]1[CH:11]=[CH:10][C:9]([CH:12]=[CH:13][C:14]2[S:18][C:17]([CH:19]=[CH:50][C:49]3[C:48]([CH3:51])([CH3:52])[O:47][C:46](=[C:53]([C:54]#[N:55])[C:56]#[N:57])[C:45]=3[C:43]#[N:44])=[CH:16][CH:15]=2)=[C:8]([O:21][Si:22]([C:35]([CH3:38])([CH3:37])[CH3:36])([C:23]2[CH:28]=[CH:27][CH:26]=[CH:25][CH:24]=2)[C:29]2[CH:34]=[CH:33][CH:32]=[CH:31][CH:30]=2)[CH:7]=1)[CH2:40][CH2:41][CH3:42]. The yield is 0.566.